Regression/Classification. Given a drug SMILES string, predict its toxicity properties. Task type varies by dataset: regression for continuous values (e.g., LD50, hERG inhibition percentage) or binary classification for toxic/non-toxic outcomes (e.g., AMES mutagenicity, cardiotoxicity, hepatotoxicity). Dataset: herg_karim. From a dataset of hERG potassium channel inhibition data for cardiac toxicity prediction from Karim et al.. (1) The drug is Cl.Cl.Cn1cnc(-c2cc(C(=O)N[C@@H]3CCc4ccc(Oc5ccnc6c5CCC(=O)N6)cc4C3)cc(C(F)(F)F)c2)c1. The result is 0 (non-blocker). (2) The molecule is COc1ccc(-c2ccc3c(N4CCOC[C@@H]4C)nc(-n4ccnc4)nc3n2)cc1CO. The result is 0 (non-blocker).